This data is from CYP2D6 inhibition data for predicting drug metabolism from PubChem BioAssay. The task is: Regression/Classification. Given a drug SMILES string, predict its absorption, distribution, metabolism, or excretion properties. Task type varies by dataset: regression for continuous measurements (e.g., permeability, clearance, half-life) or binary classification for categorical outcomes (e.g., BBB penetration, CYP inhibition). Dataset: cyp2d6_veith. The compound is COCCNc1ncncc1-c1ccccc1OC. The result is 0 (non-inhibitor).